The task is: Regression. Given two drug SMILES strings and cell line genomic features, predict the synergy score measuring deviation from expected non-interaction effect.. This data is from NCI-60 drug combinations with 297,098 pairs across 59 cell lines. (1) Drug 1: COC1=NC(=NC2=C1N=CN2C3C(C(C(O3)CO)O)O)N. Drug 2: CC1=C2C(C(=O)C3(C(CC4C(C3C(C(C2(C)C)(CC1OC(=O)C(C(C5=CC=CC=C5)NC(=O)C6=CC=CC=C6)O)O)OC(=O)C7=CC=CC=C7)(CO4)OC(=O)C)O)C)OC(=O)C. Cell line: UACC-257. Synergy scores: CSS=4.59, Synergy_ZIP=-4.75, Synergy_Bliss=-0.363, Synergy_Loewe=-22.7, Synergy_HSA=-2.70. (2) Drug 1: C1=C(C(=O)NC(=O)N1)N(CCCl)CCCl. Drug 2: CCC(=C(C1=CC=CC=C1)C2=CC=C(C=C2)OCCN(C)C)C3=CC=CC=C3.C(C(=O)O)C(CC(=O)O)(C(=O)O)O. Cell line: SW-620. Synergy scores: CSS=21.7, Synergy_ZIP=0.112, Synergy_Bliss=-0.439, Synergy_Loewe=-7.04, Synergy_HSA=-3.38. (3) Drug 1: C1=CN(C(=O)N=C1N)C2C(C(C(O2)CO)O)O.Cl. Drug 2: CCCCC(=O)OCC(=O)C1(CC(C2=C(C1)C(=C3C(=C2O)C(=O)C4=C(C3=O)C=CC=C4OC)O)OC5CC(C(C(O5)C)O)NC(=O)C(F)(F)F)O. Cell line: OVCAR-5. Synergy scores: CSS=44.5, Synergy_ZIP=-1.48, Synergy_Bliss=-2.80, Synergy_Loewe=-0.875, Synergy_HSA=2.48. (4) Drug 1: CN1CCC(CC1)COC2=C(C=C3C(=C2)N=CN=C3NC4=C(C=C(C=C4)Br)F)OC. Drug 2: C1C(C(OC1N2C=NC3=C2NC=NCC3O)CO)O. Cell line: NCI-H460. Synergy scores: CSS=3.47, Synergy_ZIP=-2.00, Synergy_Bliss=-0.858, Synergy_Loewe=-1.29, Synergy_HSA=-0.0625. (5) Drug 1: CCC1(CC2CC(C3=C(CCN(C2)C1)C4=CC=CC=C4N3)(C5=C(C=C6C(=C5)C78CCN9C7C(C=CC9)(C(C(C8N6C=O)(C(=O)OC)O)OC(=O)C)CC)OC)C(=O)OC)O.OS(=O)(=O)O. Drug 2: CC1C(C(CC(O1)OC2CC(CC3=C2C(=C4C(=C3O)C(=O)C5=C(C4=O)C(=CC=C5)OC)O)(C(=O)CO)O)N)O.Cl. Cell line: BT-549. Synergy scores: CSS=39.3, Synergy_ZIP=-1.27, Synergy_Bliss=4.89, Synergy_Loewe=1.54, Synergy_HSA=4.06. (6) Drug 1: CC12CCC3C(C1CCC2=O)CC(=C)C4=CC(=O)C=CC34C. Drug 2: CC1C(C(=O)NC(C(=O)N2CCCC2C(=O)N(CC(=O)N(C(C(=O)O1)C(C)C)C)C)C(C)C)NC(=O)C3=C4C(=C(C=C3)C)OC5=C(C(=O)C(=C(C5=N4)C(=O)NC6C(OC(=O)C(N(C(=O)CN(C(=O)C7CCCN7C(=O)C(NC6=O)C(C)C)C)C)C(C)C)C)N)C. Cell line: COLO 205. Synergy scores: CSS=58.4, Synergy_ZIP=6.06, Synergy_Bliss=10.0, Synergy_Loewe=9.78, Synergy_HSA=9.61. (7) Drug 1: C1=CC=C(C(=C1)C(C2=CC=C(C=C2)Cl)C(Cl)Cl)Cl. Drug 2: N.N.Cl[Pt+2]Cl. Cell line: HOP-62. Synergy scores: CSS=26.6, Synergy_ZIP=2.80, Synergy_Bliss=0.256, Synergy_Loewe=-26.7, Synergy_HSA=-3.78.